Dataset: Full USPTO retrosynthesis dataset with 1.9M reactions from patents (1976-2016). Task: Predict the reactants needed to synthesize the given product. (1) The reactants are: [Br:1][C:2]1[CH:7]=[CH:6][C:5]([CH2:8][C:9]([OH:11])=O)=[CH:4][CH:3]=1.[C:12](N1C=CN=C1)([N:14]1C=CN=[CH:15]1)=O.C(N(CC)CC)C.Cl.CNC. Given the product [Br:1][C:2]1[CH:7]=[CH:6][C:5]([CH2:8][C:9]([N:14]([CH3:15])[CH3:12])=[O:11])=[CH:4][CH:3]=1, predict the reactants needed to synthesize it. (2) The reactants are: [CH2:1]([O:8][C:9]([NH:11][CH2:12][CH2:13][C:14]([OH:16])=O)=[O:10])[C:2]1[CH:7]=[CH:6][CH:5]=[CH:4][CH:3]=1.[C:17]([O:21][C:22](=[O:38])[NH:23][CH2:24][CH2:25][CH2:26][C@H:27]([NH:30][C:31]([O:33][C:34]([CH3:37])([CH3:36])[CH3:35])=[O:32])[CH2:28][NH2:29])([CH3:20])([CH3:19])[CH3:18].C(Cl)CCl.C1C=CC2N(O)N=NC=2C=1. Given the product [CH2:1]([O:8][C:9](=[O:10])[NH:11][CH2:12][CH2:13][C:14]([NH:29][CH2:28][C@@H:27]([NH:30][C:31]([O:33][C:34]([CH3:37])([CH3:36])[CH3:35])=[O:32])[CH2:26][CH2:25][CH2:24][NH:23][C:22]([O:21][C:17]([CH3:19])([CH3:20])[CH3:18])=[O:38])=[O:16])[C:2]1[CH:3]=[CH:4][CH:5]=[CH:6][CH:7]=1, predict the reactants needed to synthesize it.